Dataset: Reaction yield outcomes from USPTO patents with 853,638 reactions. Task: Predict the reaction yield, written as a fraction of the theoretical maximum amount of product (1.0 means a 100% yield; for example, 0.34 means a 34% yield). (1) The reactants are [CH3:1][S:2]([CH2:5][C:6]([OH:8])=O)(=[O:4])=[O:3].CCN=C=NCCCN(C)C.C1C=CC2N(O)N=NC=2C=1.CCN(C(C)C)C(C)C.OC(C(F)(F)F)=O.[C:46]1([C:52]2[CH:57]=[C:56]([CH:58]3[CH2:63][CH2:62][NH:61][CH2:60][CH2:59]3)[CH:55]=[CH:54][C:53]=2[NH:64][C:65]([C:67]2[NH:68][CH:69]=[C:70]([C:72]#[N:73])[N:71]=2)=[O:66])[CH2:51][CH2:50][CH2:49][CH2:48][CH:47]=1.CCN(CC)CC. The catalyst is C(Cl)Cl. The product is [C:46]1([C:52]2[CH:57]=[C:56]([CH:58]3[CH2:59][CH2:60][N:61]([C:6](=[O:8])[CH2:5][S:2]([CH3:1])(=[O:4])=[O:3])[CH2:62][CH2:63]3)[CH:55]=[CH:54][C:53]=2[NH:64][C:65]([C:67]2[NH:68][CH:69]=[C:70]([C:72]#[N:73])[N:71]=2)=[O:66])[CH2:51][CH2:50][CH2:49][CH2:48][CH:47]=1. The yield is 0.250. (2) The yield is 0.810. The reactants are CS(C)=O.[OH-].[K+].[CH2:7]([N:14]1[CH2:19][CH2:18][CH:17]([C:20]2[NH:21][C:22]([C:25]3[CH:30]=[CH:29][C:28]([F:31])=[C:27]([Cl:32])[CH:26]=3)=[CH:23][N:24]=2)[CH2:16][CH2:15]1)[C:8]1[CH:13]=[CH:12][CH:11]=[CH:10][CH:9]=1.I[CH2:34][CH3:35]. The product is [CH2:7]([N:14]1[CH2:19][CH2:18][CH:17]([C:20]2[N:24]([CH2:34][CH3:35])[CH:23]=[C:22]([C:25]3[CH:30]=[CH:29][C:28]([F:31])=[C:27]([Cl:32])[CH:26]=3)[N:21]=2)[CH2:16][CH2:15]1)[C:8]1[CH:13]=[CH:12][CH:11]=[CH:10][CH:9]=1. The catalyst is O.[Cl-].[Na+]. (3) The reactants are FC(F)(F)C(O)=O.[CH3:8][O:9][C:10](=[O:36])[C@@H:11]([NH:14][C:15]([C:17]1[S:18][C:19]([C:25](=[O:35])[NH:26][CH2:27][C:28]2[CH:33]=[CH:32][CH:31]=[C:30]([OH:34])[CH:29]=2)=[CH:20][C:21]=1[CH:22]([CH3:24])[CH3:23])=[O:16])[CH2:12][NH2:13].C(N(CC)CC)C.CN(C(ON1N=NC2C=CC=CC1=2)=[N+](C)C)C.F[P-](F)(F)(F)(F)F.C1C=CC2N(O)N=NC=2C=1.[S:78]1[CH:82]=[CH:81][CH:80]=[C:79]1[C:83](O)=[O:84]. The catalyst is CN(C=O)C.CCOC(C)=O. The product is [CH3:8][O:9][C:10](=[O:36])[C@@H:11]([NH:14][C:15]([C:17]1[S:18][C:19]([C:25](=[O:35])[NH:26][CH2:27][C:28]2[CH:33]=[CH:32][CH:31]=[C:30]([OH:34])[CH:29]=2)=[CH:20][C:21]=1[CH:22]([CH3:24])[CH3:23])=[O:16])[CH2:12][NH:13][C:83]([C:79]1[S:78][CH:82]=[CH:81][CH:80]=1)=[O:84]. The yield is 0.470.